Dataset: Reaction yield outcomes from USPTO patents with 853,638 reactions. Task: Predict the reaction yield, written as a fraction of the theoretical maximum amount of product (1.0 means a 100% yield; for example, 0.34 means a 34% yield). The reactants are [Si]([O:8][CH2:9][C@H:10]1[CH2:12][N:11]1[C:13]([O:15][C:16]([CH3:19])([CH3:18])[CH3:17])=[O:14])(C(C)(C)C)(C)C.CCCC[N+](CCCC)(CCCC)CCCC.[F-].C1COCC1.[N+:43]([C:46]1[CH:51]=[CH:50][C:49]([S:52](Cl)(=[O:54])=[O:53])=[CH:48][CH:47]=1)([O-:45])=[O:44]. The catalyst is C1COCC1.CCOCC.CN(C1C=CN=CC=1)C.C(Cl)Cl. The product is [N+:43]([C:46]1[CH:47]=[CH:48][C:49]([S:52]([O:8][CH2:9][C@H:10]2[CH2:12][N:11]2[C:13]([O:15][C:16]([CH3:17])([CH3:18])[CH3:19])=[O:14])(=[O:54])=[O:53])=[CH:50][CH:51]=1)([O-:45])=[O:44]. The yield is 0.570.